From a dataset of Full USPTO retrosynthesis dataset with 1.9M reactions from patents (1976-2016). Predict the reactants needed to synthesize the given product. (1) Given the product [Cl:16][CH2:17][C:18]([NH:1][C:2]1[CH:9]=[CH:8][CH:7]=[CH:6][C:3]=1[CH:4]=[O:5])=[O:19], predict the reactants needed to synthesize it. The reactants are: [NH2:1][C:2]1[CH:9]=[CH:8][CH:7]=[CH:6][C:3]=1[CH:4]=[O:5].N1C=CC=CC=1.[Cl:16][CH2:17][C:18](Cl)=[O:19].CCCCCC.CCOC(C)=O. (2) Given the product [NH2:8][C:11]1[CH:12]=[CH:13][C:14]([C:17]([N:19]2[CH2:24][CH2:23][N:22]([C:25]3[CH:26]=[CH:27][CH:28]=[CH:29][CH:30]=3)[CH2:21][CH2:20]2)=[O:18])=[CH:15][CH:16]=1, predict the reactants needed to synthesize it. The reactants are: O.O.[Sn](Cl)(Cl)(Cl)Cl.[N+:8]([C:11]1[CH:16]=[CH:15][C:14]([C:17]([N:19]2[CH2:24][CH2:23][N:22]([C:25]3[CH:30]=[CH:29][CH:28]=[CH:27][CH:26]=3)[CH2:21][CH2:20]2)=[O:18])=[CH:13][CH:12]=1)([O-])=O. (3) Given the product [F:1][C:2]1[CH:10]=[CH:9][CH:8]=[C:7]([F:11])[C:3]=1[C:4](=[S:21])[NH2:6], predict the reactants needed to synthesize it. The reactants are: [F:1][C:2]1[CH:10]=[CH:9][CH:8]=[C:7]([F:11])[C:3]=1[C:4]([NH2:6])=O.COC1C=CC(P2(SP(C3C=CC(OC)=CC=3)(=S)S2)=[S:21])=CC=1. (4) Given the product [NH:17]([C:32]([O:34][C:35]([CH3:38])([CH3:37])[CH3:36])=[O:33])[C@@H:18]([C:29]([NH:2][C@@H:3]([C:14]([NH2:16])=[O:15])[CH2:4][C:5]1[C:13]2[C:8](=[CH:9][CH:10]=[CH:11][CH:12]=2)[NH:7][CH:6]=1)=[O:31])[CH2:19][C:20]1[C:28]2[C:23](=[CH:24][CH:25]=[CH:26][CH:27]=2)[NH:22][CH:21]=1, predict the reactants needed to synthesize it. The reactants are: Cl.[NH2:2][C@@H:3]([C:14]([NH2:16])=[O:15])[CH2:4][C:5]1[C:13]2[C:8](=[CH:9][CH:10]=[CH:11][CH:12]=2)[NH:7][CH:6]=1.[NH:17]([C:32]([O:34][C:35]([CH3:38])([CH3:37])[CH3:36])=[O:33])[C@@H:18]([C:29]([OH:31])=O)[CH2:19][C:20]1[C:28]2[C:23](=[CH:24][CH:25]=[CH:26][CH:27]=2)[NH:22][CH:21]=1.CN1CCOCC1.F[P-](F)(F)(F)(F)F.N1(O[P+](N(C)C)(N(C)C)N(C)C)C2C=CC=CC=2N=N1.